Dataset: Full USPTO retrosynthesis dataset with 1.9M reactions from patents (1976-2016). Task: Predict the reactants needed to synthesize the given product. Given the product [F:35][C:23]1[CH:22]=[CH:21][C:20]([B:10]2[O:11][C:12]([CH3:17])([CH3:18])[C:13]([CH3:15])([CH3:16])[O:14]2)=[CH:34][C:24]=1[CH2:25][NH:26][C:27](=[O:33])[O:28][C:29]([CH3:32])([CH3:31])[CH3:30], predict the reactants needed to synthesize it. The reactants are: [B:10]1([B:10]2[O:14][C:13]([CH3:16])([CH3:15])[C:12]([CH3:18])([CH3:17])[O:11]2)[O:14][C:13]([CH3:16])([CH3:15])[C:12]([CH3:18])([CH3:17])[O:11]1.Br[C:20]1[CH:21]=[CH:22][C:23]([F:35])=[C:24]([CH:34]=1)[CH2:25][NH:26][C:27](=[O:33])[O:28][C:29]([CH3:32])([CH3:31])[CH3:30].C([O-])(=O)C.[K+].